This data is from NCI-60 drug combinations with 297,098 pairs across 59 cell lines. The task is: Regression. Given two drug SMILES strings and cell line genomic features, predict the synergy score measuring deviation from expected non-interaction effect. (1) Drug 1: C1C(C(OC1N2C=C(C(=O)NC2=O)F)CO)O. Drug 2: CC12CCC3C(C1CCC2OP(=O)(O)O)CCC4=C3C=CC(=C4)OC(=O)N(CCCl)CCCl.[Na+]. Cell line: SF-295. Synergy scores: CSS=15.6, Synergy_ZIP=-4.87, Synergy_Bliss=-2.77, Synergy_Loewe=-26.9, Synergy_HSA=-2.35. (2) Drug 1: CNC(=O)C1=CC=CC=C1SC2=CC3=C(C=C2)C(=NN3)C=CC4=CC=CC=N4. Drug 2: C1C(C(OC1N2C=NC3=C2NC=NCC3O)CO)O. Cell line: SK-MEL-2. Synergy scores: CSS=6.01, Synergy_ZIP=-0.0874, Synergy_Bliss=6.19, Synergy_Loewe=4.89, Synergy_HSA=4.90. (3) Drug 2: CC12CCC3C(C1CCC2OP(=O)(O)O)CCC4=C3C=CC(=C4)OC(=O)N(CCCl)CCCl.[Na+]. Synergy scores: CSS=4.31, Synergy_ZIP=-0.666, Synergy_Bliss=0.598, Synergy_Loewe=0.124, Synergy_HSA=-0.787. Drug 1: CC(C)NC(=O)C1=CC=C(C=C1)CNNC.Cl. Cell line: 786-0. (4) Drug 1: CS(=O)(=O)C1=CC(=C(C=C1)C(=O)NC2=CC(=C(C=C2)Cl)C3=CC=CC=N3)Cl. Drug 2: CCC1=CC2CC(C3=C(CN(C2)C1)C4=CC=CC=C4N3)(C5=C(C=C6C(=C5)C78CCN9C7C(C=CC9)(C(C(C8N6C)(C(=O)OC)O)OC(=O)C)CC)OC)C(=O)OC.C(C(C(=O)O)O)(C(=O)O)O. Cell line: OVCAR-8. Synergy scores: CSS=43.9, Synergy_ZIP=7.79, Synergy_Bliss=10.1, Synergy_Loewe=-19.9, Synergy_HSA=10.5. (5) Drug 1: C1=CC=C(C=C1)NC(=O)CCCCCCC(=O)NO. Drug 2: CCC1(CC2CC(C3=C(CCN(C2)C1)C4=CC=CC=C4N3)(C5=C(C=C6C(=C5)C78CCN9C7C(C=CC9)(C(C(C8N6C)(C(=O)OC)O)OC(=O)C)CC)OC)C(=O)OC)O.OS(=O)(=O)O. Cell line: T-47D. Synergy scores: CSS=0.625, Synergy_ZIP=1.67, Synergy_Bliss=1.02, Synergy_Loewe=-3.63, Synergy_HSA=-3.12.